Dataset: Full USPTO retrosynthesis dataset with 1.9M reactions from patents (1976-2016). Task: Predict the reactants needed to synthesize the given product. Given the product [NH2:8][C:9]1[CH:16]=[CH:15][CH:14]=[C:13]([O:7][CH2:6][C@H:2]2[CH2:3][CH2:4][CH2:5][NH:1]2)[C:10]=1[C:11]#[N:12], predict the reactants needed to synthesize it. The reactants are: [NH:1]1[CH2:5][CH2:4][CH2:3][C@@H:2]1[CH2:6][OH:7].[NH2:8][C:9]1[CH:16]=[CH:15][CH:14]=[C:13](F)[C:10]=1[C:11]#[N:12].